This data is from Forward reaction prediction with 1.9M reactions from USPTO patents (1976-2016). The task is: Predict the product of the given reaction. Given the reactants [C:1]1([S:7]([N:10]2[C:14]3=[N:15][CH:16]=[C:17]([F:19])[CH:18]=[C:13]3[CH:12]=[C:11]2[CH:20]([OH:28])[CH2:21][CH:22]2[CH2:27][CH2:26][O:25][CH2:24][CH2:23]2)(=[O:9])=[O:8])[CH:6]=[CH:5][CH:4]=[CH:3][CH:2]=1.CC(OI1(OC(C)=O)(OC(C)=O)OC(=O)C2C=CC=CC1=2)=O, predict the reaction product. The product is: [C:1]1([S:7]([N:10]2[C:14]3=[N:15][CH:16]=[C:17]([F:19])[CH:18]=[C:13]3[CH:12]=[C:11]2[C:20](=[O:28])[CH2:21][CH:22]2[CH2:23][CH2:24][O:25][CH2:26][CH2:27]2)(=[O:9])=[O:8])[CH:2]=[CH:3][CH:4]=[CH:5][CH:6]=1.